From a dataset of CYP2C9 inhibition data for predicting drug metabolism from PubChem BioAssay. Regression/Classification. Given a drug SMILES string, predict its absorption, distribution, metabolism, or excretion properties. Task type varies by dataset: regression for continuous measurements (e.g., permeability, clearance, half-life) or binary classification for categorical outcomes (e.g., BBB penetration, CYP inhibition). Dataset: cyp2c9_veith. (1) The compound is Cc1ncc(CSC(=N)N)n1Cc1ccccc1. The result is 0 (non-inhibitor). (2) The compound is CS(=O)(=O)N1CCC2(CCCN(Cc3ccncc3)C2)CC1. The result is 1 (inhibitor). (3) The drug is CC[C@H](CO)NC(=O)[C@@H]1C=C2c3cccc4c3c(cn4C)C[C@@H]2N(C)C1. The result is 0 (non-inhibitor). (4) The compound is CCN1C(=O)[C@H]2CC[C@@H]3/C(=N\OC/C=C(\C)CCC=C(C)C)C[C@@H](O)[C@@H](O)[C@@H]3[C@@H]2C1=O. The result is 0 (non-inhibitor). (5) The molecule is COC(=O)[C@@]1(Cc2ccccc2)[C@H]2c3cc(C(=O)N4CCCC4)n(Cc4c(CO)[nH]cc(C)c4=O)c3C[C@H]2CN1C(=O)c1ccccc1. The result is 1 (inhibitor). (6) The drug is CN1CCN(CCc2ccc(Cl)c(Cl)c2)CC1. The result is 0 (non-inhibitor). (7) The drug is CC(C)CO/N=C1/C[C@@H](O)[C@@H](O)[C@@H]2[C@@H]3C(=O)N([C@@H](C)c4ccccc4)C(=O)[C@H]3CC[C@@H]12. The result is 0 (non-inhibitor). (8) The compound is Cc1nc2cnc(Oc3cccc(Cl)c3)nc2n(C[C@H]2CCCO2)c1=O. The result is 0 (non-inhibitor).